From a dataset of Full USPTO retrosynthesis dataset with 1.9M reactions from patents (1976-2016). Predict the reactants needed to synthesize the given product. (1) Given the product [CH3:7][C:28]([CH3:27])([CH3:29])[CH2:17][CH2:12][C:13]([N:1]1[CH2:6][CH2:5][CH2:4][CH2:3][CH2:2]1)=[O:34], predict the reactants needed to synthesize it. The reactants are: [NH:1]1[CH2:6][CH2:5][CH2:4][CH2:3][CH2:2]1.[CH3:7]N(C=O)C.[CH:12]1[CH:13]=CC2N(O)N=NC=2[CH:17]=1.CCN=C=N[CH2:27][CH2:28][CH2:29]N(C)C.Cl.[OH2:34]. (2) The reactants are: C(OC([N:8]1[CH2:13][CH2:12][CH:11]([CH2:14][CH2:15][C:16]([N:18]2[CH2:23][CH2:22][CH2:21][C@@H:20]([C:24]([NH:26][CH:27]([C:32]3[CH:33]=[N:34][CH:35]=[C:36]([C:38]4[CH:43]=[CH:42][CH:41]=[CH:40][C:39]=4[O:44][CH2:45][CH2:46][F:47])[CH:37]=3)[CH2:28][C:29]([OH:31])=[O:30])=[O:25])[CH2:19]2)=[O:17])[CH2:10][CH2:9]1)=O)(C)(C)C.Cl. Given the product [F:47][CH2:46][CH2:45][O:44][C:39]1[CH:40]=[CH:41][CH:42]=[CH:43][C:38]=1[C:36]1[CH:37]=[C:32]([C@@H:27]([NH:26][C:24]([C@@H:20]2[CH2:21][CH2:22][CH2:23][N:18]([C:16](=[O:17])[CH2:15][CH2:14][CH:11]3[CH2:10][CH2:9][NH:8][CH2:13][CH2:12]3)[CH2:19]2)=[O:25])[CH2:28][C:29]([OH:31])=[O:30])[CH:33]=[N:34][CH:35]=1, predict the reactants needed to synthesize it.